From a dataset of Merck oncology drug combination screen with 23,052 pairs across 39 cell lines. Regression. Given two drug SMILES strings and cell line genomic features, predict the synergy score measuring deviation from expected non-interaction effect. (1) Drug 1: CCC1(O)CC2CN(CCc3c([nH]c4ccccc34)C(C(=O)OC)(c3cc4c(cc3OC)N(C)C3C(O)(C(=O)OC)C(OC(C)=O)C5(CC)C=CCN6CCC43C65)C2)C1. Drug 2: O=C(O)C1(Cc2cccc(Nc3nccs3)n2)CCC(Oc2cccc(Cl)c2F)CC1. Cell line: SKMES1. Synergy scores: synergy=10.0. (2) Drug 1: O=P1(N(CCCl)CCCl)NCCCO1. Drug 2: O=C(NOCC(O)CO)c1ccc(F)c(F)c1Nc1ccc(I)cc1F. Cell line: ES2. Synergy scores: synergy=-2.94. (3) Synergy scores: synergy=3.85. Cell line: OVCAR3. Drug 1: O=S1(=O)NC2(CN1CC(F)(F)F)C1CCC2Cc2cc(C=CCN3CCC(C(F)(F)F)CC3)ccc2C1. Drug 2: CC(C)CC(NC(=O)C(Cc1ccccc1)NC(=O)c1cnccn1)B(O)O. (4) Drug 1: COc1cc(C2c3cc4c(cc3C(OC3OC5COC(C)OC5C(O)C3O)C3COC(=O)C23)OCO4)cc(OC)c1O. Drug 2: CNC(=O)c1cc(Oc2ccc(NC(=O)Nc3ccc(Cl)c(C(F)(F)F)c3)cc2)ccn1. Cell line: DLD1. Synergy scores: synergy=8.14.